This data is from NCI-60 drug combinations with 297,098 pairs across 59 cell lines. The task is: Regression. Given two drug SMILES strings and cell line genomic features, predict the synergy score measuring deviation from expected non-interaction effect. (1) Drug 1: COC1=CC(=CC(=C1O)OC)C2C3C(COC3=O)C(C4=CC5=C(C=C24)OCO5)OC6C(C(C7C(O6)COC(O7)C8=CC=CS8)O)O. Drug 2: CNC(=O)C1=NC=CC(=C1)OC2=CC=C(C=C2)NC(=O)NC3=CC(=C(C=C3)Cl)C(F)(F)F. Cell line: SNB-19. Synergy scores: CSS=70.1, Synergy_ZIP=11.0, Synergy_Bliss=11.3, Synergy_Loewe=4.33, Synergy_HSA=11.8. (2) Drug 1: CCCS(=O)(=O)NC1=C(C(=C(C=C1)F)C(=O)C2=CNC3=C2C=C(C=N3)C4=CC=C(C=C4)Cl)F. Drug 2: CC1CCC2CC(C(=CC=CC=CC(CC(C(=O)C(C(C(=CC(C(=O)CC(OC(=O)C3CCCCN3C(=O)C(=O)C1(O2)O)C(C)CC4CCC(C(C4)OC)OCCO)C)C)O)OC)C)C)C)OC. Cell line: HT29. Synergy scores: CSS=52.3, Synergy_ZIP=0.695, Synergy_Bliss=0.951, Synergy_Loewe=3.00, Synergy_HSA=4.38. (3) Drug 1: CC(C1=C(C=CC(=C1Cl)F)Cl)OC2=C(N=CC(=C2)C3=CN(N=C3)C4CCNCC4)N. Drug 2: C(CCl)NC(=O)N(CCCl)N=O. Cell line: HOP-62. Synergy scores: CSS=-5.64, Synergy_ZIP=2.77, Synergy_Bliss=-0.257, Synergy_Loewe=-6.84, Synergy_HSA=-5.19. (4) Drug 1: C1=CC(=CC=C1CC(C(=O)O)N)N(CCCl)CCCl.Cl. Drug 2: C1=NC2=C(N1)C(=S)N=C(N2)N. Cell line: SK-OV-3. Synergy scores: CSS=36.6, Synergy_ZIP=-11.4, Synergy_Bliss=-6.95, Synergy_Loewe=-14.2, Synergy_HSA=-4.01. (5) Drug 1: C1CCC(C1)C(CC#N)N2C=C(C=N2)C3=C4C=CNC4=NC=N3. Drug 2: CCC1=C2CN3C(=CC4=C(C3=O)COC(=O)C4(CC)O)C2=NC5=C1C=C(C=C5)O. Cell line: LOX IMVI. Synergy scores: CSS=49.0, Synergy_ZIP=4.80, Synergy_Bliss=3.81, Synergy_Loewe=-8.61, Synergy_HSA=5.65. (6) Cell line: UACC62. Synergy scores: CSS=44.5, Synergy_ZIP=0.253, Synergy_Bliss=-1.33, Synergy_Loewe=-8.34, Synergy_HSA=-1.87. Drug 2: C1CC(=O)NC(=O)C1N2C(=O)C3=CC=CC=C3C2=O. Drug 1: C1CN(CCN1C(=O)CCBr)C(=O)CCBr. (7) Drug 1: COC1=CC(=CC(=C1O)OC)C2C3C(COC3=O)C(C4=CC5=C(C=C24)OCO5)OC6C(C(C7C(O6)COC(O7)C8=CC=CS8)O)O. Drug 2: CN1C2=C(C=C(C=C2)N(CCCl)CCCl)N=C1CCCC(=O)O.Cl. Cell line: UO-31. Synergy scores: CSS=13.5, Synergy_ZIP=-5.91, Synergy_Bliss=-4.32, Synergy_Loewe=-1.07, Synergy_HSA=-1.11. (8) Drug 1: CC1=C(C=C(C=C1)C(=O)NC2=CC(=CC(=C2)C(F)(F)F)N3C=C(N=C3)C)NC4=NC=CC(=N4)C5=CN=CC=C5. Drug 2: C1=NC(=NC(=O)N1C2C(C(C(O2)CO)O)O)N. Cell line: NCI/ADR-RES. Synergy scores: CSS=-0.0895, Synergy_ZIP=1.07, Synergy_Bliss=3.05, Synergy_Loewe=-8.30, Synergy_HSA=-4.75.